Dataset: CYP2D6 inhibition data for predicting drug metabolism from PubChem BioAssay. Task: Regression/Classification. Given a drug SMILES string, predict its absorption, distribution, metabolism, or excretion properties. Task type varies by dataset: regression for continuous measurements (e.g., permeability, clearance, half-life) or binary classification for categorical outcomes (e.g., BBB penetration, CYP inhibition). Dataset: cyp2d6_veith. (1) The drug is O=C(O)CCC(=O)N1CCC[C@H]1C(=O)O. The result is 0 (non-inhibitor). (2) The molecule is COc1ncc2nc(-c3ccc(F)cc3)c(=O)n(Cc3cccs3)c2n1. The result is 0 (non-inhibitor). (3) The molecule is C/C(CCN1CCc2nc(-c3ccccc3)c(-c3ccccc3)cc2C1)=N\O[C@@H](C)c1cc(-c2c(C)cc(C)cc2C)no1. The result is 0 (non-inhibitor). (4) The molecule is CCCCOc1ccc(C(=O)NCc2ccco2)cc1. The result is 0 (non-inhibitor).